This data is from Forward reaction prediction with 1.9M reactions from USPTO patents (1976-2016). The task is: Predict the product of the given reaction. Given the reactants [Cl:1][C:2]1[CH:7]=[CH:6][C:5]([NH:8][C:9]([CH:11]2[CH2:16][CH:15]([O:17][CH3:18])[CH2:14][NH:13][CH2:12]2)=[O:10])=[CH:4][CH:3]=1.[O:19]1[CH:23]=[CH:22][CH:21]=[C:20]1[C:24]1[CH:25]=[C:26]([CH:30]=[CH:31][CH:32]=1)[C:27](O)=[O:28].C(N(CC)C(C)C)(C)C.Cl.CN(C)CCCN=C=NCC, predict the reaction product. The product is: [Cl:1][C:2]1[CH:7]=[CH:6][C:5]([NH:8][C:9]([CH:11]2[CH2:16][CH:15]([O:17][CH3:18])[CH2:14][N:13]([C:27](=[O:28])[C:26]3[CH:30]=[CH:31][CH:32]=[C:24]([C:20]4[O:19][CH:23]=[CH:22][CH:21]=4)[CH:25]=3)[CH2:12]2)=[O:10])=[CH:4][CH:3]=1.